This data is from Catalyst prediction with 721,799 reactions and 888 catalyst types from USPTO. The task is: Predict which catalyst facilitates the given reaction. (1) Reactant: [O:1]1[C:5]2[CH:6]=[CH:7][C:8]([C:10](=[O:19])[CH2:11][S:12][CH2:13][C:14]([O:16][CH2:17][CH3:18])=[O:15])=[CH:9][C:4]=2[O:3][CH2:2]1.[CH3:20][C:21]([CH3:26])([CH2:24]O)[CH2:22][OH:23].C1(C)C=CC(S(O)(=O)=O)=CC=1. Product: [O:1]1[C:5]2[CH:6]=[CH:7][C:8]([C:10]3([CH2:11][S:12][CH2:13][C:14]([O:16][CH2:17][CH3:18])=[O:15])[O:23][CH2:22][C:21]([CH3:26])([CH3:24])[CH2:20][O:19]3)=[CH:9][C:4]=2[O:3][CH2:2]1. The catalyst class is: 48. (2) Product: [Br:1][C:2]1[C:3]([CH3:27])=[N:4][N:5]([CH2:14][CH2:15][S:31][CH:29]([CH3:30])[CH3:28])[C:6]=1[C:7]1[CH:8]=[CH:9][C:10]([F:13])=[CH:11][CH:12]=1. The catalyst class is: 42. Reactant: [Br:1][C:2]1[C:3]([CH3:27])=[N:4][N:5]([CH2:14][CH2:15]OS(C2C=CC(C)=CC=2)(=O)=O)[C:6]=1[C:7]1[CH:12]=[CH:11][C:10]([F:13])=[CH:9][CH:8]=1.[CH3:28][CH:29]([SH:31])[CH3:30].C(=O)([O-])[O-].[K+].[K+]. (3) Reactant: [N+:1]([C:4]1[CH:5]=[C:6]([CH:14]=[CH:15][C:16]=1[N+:17]([O-])=O)[CH2:7][N:8]1[CH2:13][CH2:12][O:11][CH2:10][CH2:9]1)([O-])=O. Product: [N:8]1([C:7]2[C:15]([CH3:14])=[C:16]([NH2:17])[C:4]([NH2:1])=[CH:5][CH:6]=2)[CH2:9][CH2:10][O:11][CH2:12][CH2:13]1. The catalyst class is: 8. (4) Reactant: [C:1]([NH:4][C:5]1[CH:13]=[CH:12][CH:11]=[C:10]2[C:6]=1[C:7](=[O:38])[N:8]([C:15]1([CH2:23][CH2:24][CH2:25][CH2:26][NH:27]C(=O)OCC3C=CC=CC=3)[CH2:20][CH2:19][C:18](=[O:21])[NH:17][C:16]1=[O:22])[C:9]2=[O:14])(=[O:3])[CH3:2].[H][H].[ClH:41]. Product: [ClH:41].[NH2:27][CH2:26][CH2:25][CH2:24][CH2:23][C:15]1([N:8]2[C:7](=[O:38])[C:6]3[C:10](=[CH:11][CH:12]=[CH:13][C:5]=3[NH:4][C:1](=[O:3])[CH3:2])[C:9]2=[O:14])[CH2:20][CH2:19][C:18](=[O:21])[NH:17][C:16]1=[O:22]. The catalyst class is: 29. (5) Reactant: NC1C=CC(O[C:7]2[CH:20]=[CH:19][C:10]3N[C:12](NC(=O)OC)=[N:13][C:9]=3[CH:8]=2)=CC=1.C[OH:24]. Product: [C:9]1([N:13]=[C:12]=[O:24])[CH:10]=[CH:19][CH:20]=[CH:7][CH:8]=1. The catalyst class is: 45. (6) Reactant: [O:1]1[C:5]2[C:6]3[C:7](=[CH:13][CH2:14][NH:15][C:16](=[O:19])[CH2:17][CH3:18])[CH2:8][CH2:9][C:10]=3[CH:11]=[CH:12][C:4]=2[N:3]=[CH:2]1. Product: [O:1]1[C:5]2[C:6]3[CH:7]([CH2:13][CH2:14][NH:15][C:16](=[O:19])[CH2:17][CH3:18])[CH2:8][CH2:9][C:10]=3[CH:11]=[CH:12][C:4]=2[N:3]=[CH:2]1. The catalyst class is: 129.